Dataset: Reaction yield outcomes from USPTO patents with 853,638 reactions. Task: Predict the reaction yield, written as a fraction of the theoretical maximum amount of product (1.0 means a 100% yield; for example, 0.34 means a 34% yield). (1) The reactants are [CH3:1][C:2]1[C:7]([OH:8])=[CH:6][CH:5]=[CH:4][N:3]=1.Br[CH2:10][C:11]([O:13][CH3:14])=[O:12].C(=O)([O-])[O-].[Cs+].[Cs+].O. The catalyst is C(#N)C. The product is [CH3:1][C:2]1[C:7]([O:8][CH2:10][C:11]([O:13][CH3:14])=[O:12])=[CH:6][CH:5]=[CH:4][N:3]=1. The yield is 0.420. (2) The yield is 0.520. The reactants are [CH3:1][C:2]([CH3:14])([CH3:13])[C:3]([NH:5][C:6]1[CH:11]=[CH:10][CH:9]=[C:8]([CH3:12])[N:7]=1)=[O:4].[Br:15]NC(=O)CCC(N)=O.N(C(C)(C)C#N)=NC(C)(C)C#N. The catalyst is C(Cl)(Cl)(Cl)Cl. The product is [Br:15][CH2:12][C:8]1[N:7]=[C:6]([NH:5][C:3](=[O:4])[C:2]([CH3:14])([CH3:13])[CH3:1])[CH:11]=[CH:10][CH:9]=1. (3) The reactants are [CH2:1]([O:8][N:9]1[C:15](=[O:16])[N:14]2[CH2:17][C@H:10]1[CH2:11][CH2:12][C@H:13]2[C:18]([OH:20])=O)[C:2]1[CH:7]=[CH:6][CH:5]=[CH:4][CH:3]=1.[NH2:21][O:22][C@@H:23]1[CH2:28][CH2:27][CH2:26][N:25]([C:29]([O:31][C:32]([CH3:35])([CH3:34])[CH3:33])=[O:30])[CH2:24]1.ON1C2C=CC=CC=2N=N1.Cl.C(N=C=NCCCN(C)C)C. The catalyst is C(Cl)Cl. The product is [CH2:1]([O:8][N:9]1[C:15](=[O:16])[N:14]2[CH2:17][C@H:10]1[CH2:11][CH2:12][C@H:13]2[C:18]([NH:21][O:22][C@@H:23]1[CH2:28][CH2:27][CH2:26][N:25]([C:29]([O:31][C:32]([CH3:35])([CH3:34])[CH3:33])=[O:30])[CH2:24]1)=[O:20])[C:2]1[CH:3]=[CH:4][CH:5]=[CH:6][CH:7]=1. The yield is 0.820. (4) The reactants are [CH3:1][O:2][C:3]1[CH:4]=[C:5]2[C:10](=[CH:11][C:12]=1[O:13][CH3:14])[N:9]=[CH:8][CH:7]=[C:6]2[O:15][C:16]1[CH:22]=[CH:21][C:19]([NH2:20])=[C:18]([CH3:23])[C:17]=1[CH3:24].Cl[C:26](Cl)([O:28][C:29](=[O:35])OC(Cl)(Cl)Cl)Cl.[CH3:37][C:38]1[CH:43]=[CH:42][CH:41]=[CH:40][C:39]=1CO.C(=O)(O)[O-].[Na+]. The catalyst is C(Cl)Cl.C(N(CC)CC)C.C1(C)C=CC=CC=1. The product is [CH3:1][O:2][C:3]1[CH:4]=[C:5]2[C:10](=[CH:11][C:12]=1[O:13][CH3:14])[N:9]=[CH:8][CH:7]=[C:6]2[O:15][C:16]1[CH:22]=[CH:21][C:19]([NH:20][C:29](=[O:35])[O:28][CH2:26][C:39]2[CH:40]=[CH:41][CH:42]=[CH:43][C:38]=2[CH3:37])=[C:18]([CH3:23])[C:17]=1[CH3:24]. The yield is 0.890. (5) The reactants are [C:1]([NH:6][CH2:7][C:8]1[CH:17]=[CH:16][C:11]([C:12]([O:14][CH3:15])=[O:13])=[CH:10][N:9]=1)(=O)[CH:2]([CH3:4])[CH3:3].P(Cl)(Cl)(Cl)=O.C. The catalyst is C1(C)C=CC=CC=1.CO. The product is [CH:2]([C:1]1[N:9]2[CH:10]=[C:11]([C:12]([O:14][CH3:15])=[O:13])[CH:16]=[CH:17][C:8]2=[CH:7][N:6]=1)([CH3:4])[CH3:3]. The yield is 0.820. (6) The reactants are [CH3:1][O:2][C:3]1[CH:4]=[C:5]2[C:10](=[CH:11][C:12]=1[O:13][CH2:14][CH2:15][CH2:16]Cl)[N:9]=[CH:8][NH:7][C:6]2=[O:18].[NH:19]1[CH2:24][CH2:23][O:22][CH2:21][CH2:20]1. No catalyst specified. The product is [CH3:1][O:2][C:3]1[CH:4]=[C:5]2[C:10](=[CH:11][C:12]=1[O:13][CH2:14][CH2:15][CH2:16][N:19]1[CH2:24][CH2:23][O:22][CH2:21][CH2:20]1)[N:9]=[CH:8][NH:7][C:6]2=[O:18]. The yield is 0.920. (7) The reactants are [NH2:1][C:2]1[C:7]([C:8]#[N:9])=[C:6]([NH:10][C@H:11]([C:13]2[N:18]=[C:17]3[CH:19]=[CH:20][N:21]([CH3:22])[C:16]3=[CH:15][C:14]=2[N:23]2[CH2:28][CH2:27][O:26][CH2:25][CH2:24]2)[CH3:12])[N:5]=[C:4](S(C)(=O)=O)[N:3]=1.[OH-:33].[Na+]. The catalyst is C1COCC1. The product is [NH2:1][C:2]1[C:7]([C:8]#[N:9])=[C:6]([NH:10][C@H:11]([C:13]2[N:18]=[C:17]3[CH:19]=[CH:20][N:21]([CH3:22])[C:16]3=[CH:15][C:14]=2[N:23]2[CH2:28][CH2:27][O:26][CH2:25][CH2:24]2)[CH3:12])[N:5]=[C:4]([OH:33])[N:3]=1. The yield is 0.120. (8) The reactants are [CH2:1]([O:5][C:6]([C:8]1[N:9]=[C:10]([OH:26])[C:11]2[C:16]([C:17]=1[O:18][CH2:19][C:20]1[CH:25]=[CH:24][CH:23]=[CH:22][CH:21]=1)=[CH:15][CH:14]=[CH:13][CH:12]=2)=[O:7])[CH2:2][CH2:3][CH3:4].[CH2:27](Cl)Cl. The catalyst is O. The product is [CH2:1]([O:5][C:6]([C:8]1[N:9]=[C:10]([O:26][CH3:27])[C:11]2[C:16]([C:17]=1[O:18][CH2:19][C:20]1[CH:21]=[CH:22][CH:23]=[CH:24][CH:25]=1)=[CH:15][CH:14]=[CH:13][CH:12]=2)=[O:7])[CH2:2][CH2:3][CH3:4]. The yield is 0.200.